This data is from Reaction yield outcomes from USPTO patents with 853,638 reactions. The task is: Predict the reaction yield, written as a fraction of the theoretical maximum amount of product (1.0 means a 100% yield; for example, 0.34 means a 34% yield). (1) The reactants are [F:1][C:2]1[CH:7]=[CH:6][C:5]([N:8]2[C:16]3[CH2:15][CH2:14][CH2:13][NH:12][C:11]=3[CH:10]=[N:9]2)=[CH:4][CH:3]=1.[Cl:17][C:18]1[CH:23]=[CH:22][C:21]([C:24]([CH3:29])([CH3:28])[C:25](O)=[O:26])=[CH:20][C:19]=1[C:30]([F:33])([F:32])[F:31].CCN(CC)CC.CN(C(ON1N=NC2C=CC=NC1=2)=[N+](C)C)C.F[P-](F)(F)(F)(F)F. The catalyst is CN(C=O)C. The product is [Cl:17][C:18]1[CH:23]=[CH:22][C:21]([C:24]([CH3:29])([CH3:28])[C:25]([N:12]2[CH2:13][CH2:14][CH2:15][C:16]3[N:8]([C:5]4[CH:4]=[CH:3][C:2]([F:1])=[CH:7][CH:6]=4)[N:9]=[CH:10][C:11]2=3)=[O:26])=[CH:20][C:19]=1[C:30]([F:31])([F:32])[F:33]. The yield is 0.100. (2) The reactants are Br[CH2:2][C:3]([NH:5][C:6]1[S:7][C:8]([C:16]([C:18]2[CH:23]=[CH:22][CH:21]=[CH:20][N:19]=2)=[O:17])=[C:9]([C:11]2[O:12][CH:13]=[CH:14][CH:15]=2)[N:10]=1)=[O:4].[NH:24]1[CH2:29][CH2:28][O:27][CH2:26][CH2:25]1. The catalyst is C1COCC1. The product is [O:12]1[CH:13]=[CH:14][CH:15]=[C:11]1[C:9]1[N:10]=[C:6]([NH:5][C:3](=[O:4])[CH2:2][N:24]2[CH2:29][CH2:28][O:27][CH2:26][CH2:25]2)[S:7][C:8]=1[C:16]([C:18]1[CH:23]=[CH:22][CH:21]=[CH:20][N:19]=1)=[O:17]. The yield is 0.710.